Dataset: Peptide-MHC class II binding affinity with 134,281 pairs from IEDB. Task: Regression. Given a peptide amino acid sequence and an MHC pseudo amino acid sequence, predict their binding affinity value. This is MHC class II binding data. (1) The peptide sequence is KFDSRLAFHHMARELH. The MHC is DRB5_0101 with pseudo-sequence DRB5_0101. The binding affinity (normalized) is 0.572. (2) The peptide sequence is MQVFFGYFASHFISN. The MHC is DRB1_0101 with pseudo-sequence DRB1_0101. The binding affinity (normalized) is 0.847. (3) The peptide sequence is SLGVGADQGCAINFG. The MHC is HLA-DQA10201-DQB10402 with pseudo-sequence HLA-DQA10201-DQB10402. The binding affinity (normalized) is 0.357. (4) The peptide sequence is RNVFDEVIPTAFKIG. The MHC is HLA-DPA10201-DPB10501 with pseudo-sequence HLA-DPA10201-DPB10501. The binding affinity (normalized) is 0.239.